This data is from Forward reaction prediction with 1.9M reactions from USPTO patents (1976-2016). The task is: Predict the product of the given reaction. (1) Given the reactants Cl[C:2]1[N:6]([CH3:7])[C:5]2[C:8]([CH:14]([CH2:17][CH3:18])[CH2:15][CH3:16])=[CH:9][CH:10]=[C:11]([C:12]#[N:13])[C:4]=2[N:3]=1.[Cl:19][C:20]1[CH:26]=[C:25]([CH3:27])[C:23]([NH2:24])=[C:22]([O:28][CH3:29])[CH:21]=1.CN1CCCC1=O, predict the reaction product. The product is: [Cl:19][C:20]1[CH:26]=[C:25]([CH3:27])[C:23]([NH:24][C:2]2[N:6]([CH3:7])[C:5]3[C:8]([CH:14]([CH2:17][CH3:18])[CH2:15][CH3:16])=[CH:9][CH:10]=[C:11]([C:12]#[N:13])[C:4]=3[N:3]=2)=[C:22]([O:28][CH3:29])[CH:21]=1. (2) Given the reactants CC([O-])(C)C.[K+].[C:7]([O:11][C:12]([N:14]1[CH2:19][CH2:18][N:17]([C:20]2[C:29](=[O:30])[NH:28][C:27]3[C:22](=[CH:23][CH:24]=[CH:25][CH:26]=3)[N:21]=2)[CH2:16][CH2:15]1)=[O:13])([CH3:10])([CH3:9])[CH3:8].CS(C)=O.CS(O[CH2:40][CH2:41][O:42][C:43]1[CH:48]=[C:47]([F:49])[C:46]([F:50])=[CH:45][C:44]=1[F:51])(=O)=O, predict the reaction product. The product is: [C:7]([O:11][C:12]([N:14]1[CH2:15][CH2:16][N:17]([C:20]2[C:29](=[O:30])[N:28]([CH2:40][CH2:41][O:42][C:43]3[CH:48]=[C:47]([F:49])[C:46]([F:50])=[CH:45][C:44]=3[F:51])[C:27]3[C:22](=[CH:23][CH:24]=[CH:25][CH:26]=3)[N:21]=2)[CH2:18][CH2:19]1)=[O:13])([CH3:10])([CH3:8])[CH3:9].